From a dataset of Reaction yield outcomes from USPTO patents with 853,638 reactions. Predict the reaction yield, written as a fraction of the theoretical maximum amount of product (1.0 means a 100% yield; for example, 0.34 means a 34% yield). The reactants are [CH2:1]([NH2:4])[CH2:2][NH2:3].[C:5]([O:9][C:10](O[C:10]([O:9][C:5]([CH3:8])([CH3:7])[CH3:6])=[O:11])=[O:11])([CH3:8])([CH3:7])[CH3:6]. The catalyst is C(Cl)(Cl)Cl. The product is [C:5]([O:9][C:10](=[O:11])[NH:3][CH2:2][CH2:1][NH2:4])([CH3:8])([CH3:7])[CH3:6]. The yield is 1.00.